From a dataset of Reaction yield outcomes from USPTO patents with 853,638 reactions. Predict the reaction yield, written as a fraction of the theoretical maximum amount of product (1.0 means a 100% yield; for example, 0.34 means a 34% yield). (1) The reactants are [CH2:1]([O:3][C:4]([CH:6]1[C:10](O)([CH3:11])[CH2:9][CH2:8][N:7]1[S:13]([C:16]1[CH:21]=[CH:20][C:19]([CH3:22])=[CH:18][CH:17]=1)(=[O:15])=[O:14])=[O:5])[CH3:2].O=P(Cl)(Cl)Cl. The catalyst is N1C=CC=CC=1. The product is [CH2:1]([O:3][C:4]([CH:6]1[C:10]([CH3:11])=[CH:9][CH2:8][N:7]1[S:13]([C:16]1[CH:21]=[CH:20][C:19]([CH3:22])=[CH:18][CH:17]=1)(=[O:14])=[O:15])=[O:5])[CH3:2]. The yield is 0.880. (2) The reactants are [CH3:1][O:2][C:3]1[CH:4]=[C:5]2[C:10](=[CH:11][CH:12]=1)[C:9]([C:13](=[O:29])[C:14]1[CH:19]=[CH:18][C:17]([O:20][CH2:21][CH2:22][N:23]3[CH2:28][CH2:27][CH2:26][CH2:25][CH2:24]3)=[CH:16][CH:15]=1)=[C:8](OS(C(F)(F)F)(=O)=O)[CH:7]=[CH:6]2.[CH3:38][S:39]([C:42]1[CH:47]=[CH:46][C:45](B(O)O)=[CH:44][CH:43]=1)(=[O:41])=[O:40].C1C=CC(P(C2C=CC=CC=2)C2C=CC=CC=2)=CC=1.C([O-])([O-])=O.[Na+].[Na+]. The catalyst is COCCOC.O.CC([O-])=O.CC([O-])=O.[Pd+2]. The product is [CH3:38][S:39]([C:42]1[CH:47]=[CH:46][C:45]([C:8]2[CH:7]=[CH:6][C:5]3[C:10](=[CH:11][CH:12]=[C:3]([O:2][CH3:1])[CH:4]=3)[C:9]=2[C:13]([C:14]2[CH:19]=[CH:18][C:17]([O:20][CH2:21][CH2:22][N:23]3[CH2:28][CH2:27][CH2:26][CH2:25][CH2:24]3)=[CH:16][CH:15]=2)=[O:29])=[CH:44][CH:43]=1)(=[O:41])=[O:40]. The yield is 1.01. (3) The reactants are [C:1]1([CH:7]([O:10][CH2:11][CH2:12][O:13][Si](C)(C)C)[C:8]#[N:9])[CH:6]=[CH:5][CH:4]=[CH:3][CH:2]=1.Cl. No catalyst specified. The product is [NH2:9][CH2:8][CH:7]([C:1]1[CH:6]=[CH:5][CH:4]=[CH:3][CH:2]=1)[O:10][CH2:11][CH2:12][OH:13]. The yield is 0.895. (4) The reactants are [CH3:1][NH:2][C:3]1[C:12]([C:13]([OH:15])=O)=[CH:11][C:10]2[C:5](=[N:6][CH:7]=[CH:8][CH:9]=2)[N:4]=1.[F:16][C:17]([F:27])([F:26])[C:18]1[CH:19]=[C:20]([CH:23]=[CH:24][CH:25]=1)[CH2:21][NH2:22]. The yield is 0.690. No catalyst specified. The product is [CH3:1][NH:2][C:3]1[C:12]([C:13]([NH:22][CH2:21][C:20]2[CH:23]=[CH:24][CH:25]=[C:18]([C:17]([F:16])([F:26])[F:27])[CH:19]=2)=[O:15])=[CH:11][C:10]2[C:5](=[N:6][CH:7]=[CH:8][CH:9]=2)[N:4]=1. (5) The reactants are COCCOC[O:7][C:8]1[CH:9]=[C:10]([C:18]2[CH:30]=[CH:29][C:21]3[N:22]=[C:23]([NH:25][C:26](=[O:28])[CH3:27])[S:24][C:20]=3[CH:19]=2)[CH:11]=[N:12][C:13]=1[C:14]([F:17])([F:16])[F:15].Cl. No catalyst specified. The product is [OH:7][C:8]1[CH:9]=[C:10]([C:18]2[CH:30]=[CH:29][C:21]3[N:22]=[C:23]([NH:25][C:26](=[O:28])[CH3:27])[S:24][C:20]=3[CH:19]=2)[CH:11]=[N:12][C:13]=1[C:14]([F:15])([F:16])[F:17]. The yield is 0.620. (6) The reactants are [OH:1][C:2]1[CH:3]=[C:4]([C:12]([O:14]C)=[O:13])[CH:5]=[C:6]([CH:11]=1)[C:7]([O:9]C)=[O:8].[OH-].[Li+]. The catalyst is C1COCC1. The product is [OH:1][C:2]1[CH:3]=[C:4]([C:12]([OH:14])=[O:13])[CH:5]=[C:6]([CH:11]=1)[C:7]([OH:9])=[O:8]. The yield is 0.580. (7) The reactants are Cl[C:2]1[CH:27]=[CH:26][C:5]([C:6]([NH:8][C:9]2[S:10][C:11]3[C:17]([C:18]4[CH:23]=[CH:22][CH:21]=[CH:20][CH:19]=4)=[CH:16][CH:15]=[C:14]([O:24][CH3:25])[C:12]=3[N:13]=2)=[O:7])=[CH:4][N:3]=1.[NH:28]1[CH2:32][CH2:31][CH2:30][CH2:29]1. The catalyst is O1CCOCC1. The product is [CH3:25][O:24][C:14]1[C:12]2[N:13]=[C:9]([NH:8][C:6](=[O:7])[C:5]3[CH:26]=[CH:27][C:2]([N:28]4[CH2:32][CH2:31][CH2:30][CH2:29]4)=[N:3][CH:4]=3)[S:10][C:11]=2[C:17]([C:18]2[CH:23]=[CH:22][CH:21]=[CH:20][CH:19]=2)=[CH:16][CH:15]=1. The yield is 0.710. (8) The product is [CH2:20]([O:1][C:2]1[CH:13]=[CH:12][C:5]2[CH2:6][CH2:7][CH2:8][CH2:9][C:10](=[O:11])[C:4]=2[CH:3]=1)[C:21]1[CH:26]=[CH:25][CH:24]=[CH:23][CH:22]=1. The yield is 0.980. The catalyst is CN(C=O)C. The reactants are [OH:1][C:2]1[CH:13]=[CH:12][C:5]2[CH2:6][CH2:7][CH2:8][CH2:9][C:10](=[O:11])[C:4]=2[CH:3]=1.C(=O)([O-])[O-].[K+].[K+].[CH2:20](Br)[C:21]1[CH:26]=[CH:25][CH:24]=[CH:23][CH:22]=1.O. (9) The reactants are C1(P([N:15]=[N+:16]=[N-:17])(C2C=CC=CC=2)=O)C=CC=CC=1.[CH3:18][C:19]1[O:23][C:22]([CH:24]([C:26]2([CH3:30])[CH2:29][O:28][CH2:27]2)O)=[CH:21][CH:20]=1.N12CCCN=C1CCCCC2. The catalyst is C1(C)C=CC=CC=1. The product is [N:15]([CH:24]([C:26]1([CH3:30])[CH2:29][O:28][CH2:27]1)[C:22]1[O:23][C:19]([CH3:18])=[CH:20][CH:21]=1)=[N+:16]=[N-:17]. The yield is 0.480. (10) The reactants are [NH:1]1[C:6]2[CH:7]=[CH:8][CH:9]=[CH:10][C:5]=2[S:4][CH2:3][S:2]1(=[O:12])=[O:11].C([Li])CCC.Br[CH2:19][CH2:20][CH2:21][Cl:22]. The catalyst is O1CCCC1. The product is [Cl:22][CH2:21][CH2:20][CH2:19][CH:3]1[S:4][C:5]2[CH:10]=[CH:9][CH:8]=[CH:7][C:6]=2[NH:1][S:2]1(=[O:11])=[O:12]. The yield is 0.610.